From a dataset of Forward reaction prediction with 1.9M reactions from USPTO patents (1976-2016). Predict the product of the given reaction. Given the reactants Br[CH2:2][C:3]([N:5]([C:15]1[CH:23]=[CH:22][C:18]2[CH2:19][CH2:20][O:21][C:17]=2[CH:16]=1)[CH2:6][CH2:7][C:8]1[CH:13]=[CH:12][C:11]([F:14])=[CH:10][CH:9]=1)=[O:4].[CH3:24][C:25]1[NH:26][C:27]2[CH:33]=[CH:32][CH:31]=[CH:30][C:28]=2[N:29]=1, predict the reaction product. The product is: [O:21]1[C:17]2[CH:16]=[C:15]([N:5]([CH2:6][CH2:7][C:8]3[CH:13]=[CH:12][C:11]([F:14])=[CH:10][CH:9]=3)[C:3](=[O:4])[CH2:2][N:26]3[C:27]4[CH:33]=[CH:32][CH:31]=[CH:30][C:28]=4[N:29]=[C:25]3[CH3:24])[CH:23]=[CH:22][C:18]=2[CH2:19][CH2:20]1.